The task is: Predict the reactants needed to synthesize the given product.. This data is from Full USPTO retrosynthesis dataset with 1.9M reactions from patents (1976-2016). Given the product [CH:5]1[C:6]([C:7]2[C:16](=[O:17])[C:15]3[C:14]([OH:18])=[CH:13][C:12]([OH:19])=[CH:11][C:10]=3[O:9][CH:8]=2)=[CH:1][CH:2]=[C:3]([OH:20])[CH:4]=1.[CH2:87]([OH:88])[C@H:57]1[O:58][C@@H:59]2[O:64][C@H:65]3[C@H:70]([OH:71])[C@@H:69]([OH:72])[C@@H:68]([O:73][C@H:74]4[C@H:80]([OH:81])[C@@H:79]([OH:82])[C@@H:77]([O:78][C@H:23]5[C@H:24]([OH:96])[C@@H:25]([OH:95])[C@@H:26]([O:28][C@H:29]6[C@H:34]([OH:35])[C@@H:33]([OH:36])[C@@H:32]([O:37][C@H:38]7[C@H:43]([OH:44])[C@@H:42]([OH:45])[C@@H:41]([O:46][C@H:47]8[C@H:52]([OH:53])[C@@H:51]([OH:54])[C@@H:50]([O:55][C@H:56]1[C@H:61]([OH:62])[C@H:60]2[OH:63])[O:49][C@@H:48]8[CH2:89][OH:90])[O:40][C@@H:39]7[CH2:91][OH:92])[O:31][C@@H:30]6[CH2:93][OH:94])[O:27][C@@H:22]5[CH2:21][OH:97])[O:76][C@@H:75]4[CH2:83][OH:84])[O:67][C@@H:66]3[CH2:85][OH:86].[O:98]=[C:99]1[O:105][C@H:104]([C@H:106]([CH2:108][OH:109])[OH:107])[C:102]([OH:103])=[C:100]1[OH:101].[CH:5]1[C:6]([C:7]2[C:16](=[O:17])[C:15]3[C:14]([OH:18])=[CH:13][C:12]([OH:19])=[CH:11][C:10]=3[O:9][CH:8]=2)=[CH:1][CH:2]=[C:3]([OH:20])[CH:4]=1, predict the reactants needed to synthesize it. The reactants are: [CH:1]1[C:6]([C:7]2[C:16](=[O:17])[C:15]3[C:14]([OH:18])=[CH:13][C:12]([OH:19])=[CH:11][C:10]=3[O:9][CH:8]=2)=[CH:5][CH:4]=[C:3]([OH:20])[CH:2]=1.[CH2:21]([OH:97])[C@H:22]1[O:27][C@@H:26]2[O:28][C@H:29]3[C@H:34]([OH:35])[C@@H:33]([OH:36])[C@@H:32]([O:37][C@H:38]4[C@H:43]([OH:44])[C@@H:42]([OH:45])[C@@H:41]([O:46][C@H:47]5[C@H:52]([OH:53])[C@@H:51]([OH:54])[C@@H:50]([O:55][C@H:56]6[C@H:61]([OH:62])[C@@H:60]([OH:63])[C@@H:59]([O:64][C@H:65]7[C@H:70]([OH:71])[C@@H:69]([OH:72])[C@@H:68]([O:73][C@H:74]8[C@H:80]([OH:81])[C@@H:79]([OH:82])[C@@H:77]([O:78][C@H:23]1[C@H:24]([OH:96])[C@H:25]2[OH:95])[O:76][C@@H:75]8[CH2:83][OH:84])[O:67][C@@H:66]7[CH2:85][OH:86])[O:58][C@@H:57]6[CH2:87][OH:88])[O:49][C@@H:48]5[CH2:89][OH:90])[O:40][C@@H:39]4[CH2:91][OH:92])[O:31][C@@H:30]3[CH2:93][OH:94].[O:98]=[C:99]1[O:105][C@H:104]([C@H:106]([CH2:108][OH:109])[OH:107])[C:102]([OH:103])=[C:100]1[OH:101].